From a dataset of CYP1A2 inhibition data for predicting drug metabolism from PubChem BioAssay. Regression/Classification. Given a drug SMILES string, predict its absorption, distribution, metabolism, or excretion properties. Task type varies by dataset: regression for continuous measurements (e.g., permeability, clearance, half-life) or binary classification for categorical outcomes (e.g., BBB penetration, CYP inhibition). Dataset: cyp1a2_veith. (1) The molecule is COc1ccc(OCc2nnc(SCC(=O)N3c4ccccc4Sc4ccc(Cl)cc43)o2)cc1. The result is 0 (non-inhibitor). (2) The molecule is O=[N+]([O-])c1ccc(N2CCCCC2)c(Cl)c1N1CCCCC1. The result is 1 (inhibitor). (3) The molecule is N#Cc1ccc(CN2CCCC3(CCN(C(=O)c4cccc(F)c4)CC3)C2)cc1. The result is 0 (non-inhibitor). (4) The drug is O=[N+]([O-])c1ccc(N2CCC(=NOCc3ccc(Cl)cc3)CC2)cc1. The result is 0 (non-inhibitor). (5) The molecule is Cc1nn(C(=O)c2cccnc2)c(C)c1Sc1ccc(Br)cc1. The result is 1 (inhibitor).